Task: Predict which catalyst facilitates the given reaction.. Dataset: Catalyst prediction with 721,799 reactions and 888 catalyst types from USPTO (1) Reactant: Br[C:2]1[C:11]([N:12]([CH3:14])[CH3:13])=[CH:10][C:9]2[C:8]([CH3:16])([CH3:15])[CH2:7][CH2:6][C:5]([CH3:18])([CH3:17])[C:4]=2[CH:3]=1.C([Li])CCC.C([O:27][B:28](OC(C)C)[O:29]C(C)C)(C)C.Cl. Product: [CH3:13][N:12]([CH3:14])[C:11]1[C:2]([B:28]([OH:29])[OH:27])=[CH:3][C:4]2[C:5]([CH3:18])([CH3:17])[CH2:6][CH2:7][C:8]([CH3:16])([CH3:15])[C:9]=2[CH:10]=1. The catalyst class is: 1. (2) Reactant: [Cl:1][C:2]1[CH:23]=[CH:22][CH:21]=[C:20]([C:24]([F:27])([F:26])[F:25])[C:3]=1[C:4]([N:6]1[C:14]2[C:9](=[CH:10][CH:11]=[C:12]([C:15]([O:17]C)=[O:16])[CH:13]=2)[C:8]([I:19])=[N:7]1)=[O:5].[Li+].[OH-]. Product: [Cl:1][C:2]1[CH:23]=[CH:22][CH:21]=[C:20]([C:24]([F:25])([F:27])[F:26])[C:3]=1[C:4]([N:6]1[C:14]2[C:9](=[CH:10][CH:11]=[C:12]([C:15]([OH:17])=[O:16])[CH:13]=2)[C:8]([I:19])=[N:7]1)=[O:5]. The catalyst class is: 20. (3) Reactant: [CH2:1]([C:8]1([N:15]([CH3:17])[CH3:16])[CH2:13][CH2:12][C:11](=O)[CH2:10][CH2:9]1)[C:2]1[CH:7]=[CH:6][CH:5]=[CH:4][CH:3]=1.Cl.CN.[CH2:21]([N:23](CC)CC)C.[OH-].[Na+]. Product: [CH2:1]([C:8]1([N:15]([CH3:17])[CH3:16])[CH2:13][CH2:12][CH:11]([NH:23][CH3:21])[CH2:10][CH2:9]1)[C:2]1[CH:7]=[CH:6][CH:5]=[CH:4][CH:3]=1. The catalyst class is: 506. (4) Reactant: C[O:2][C:3]1[CH:4]=[C:5]([CH2:9][N:10]2[CH:14]=[CH:13][N:12]=[CH:11]2)[N:6]=[N:7][CH:8]=1.[OH-].[Na+]. Product: [N:10]1([CH2:9][C:5]2[NH:6][N:7]=[CH:8][C:3](=[O:2])[CH:4]=2)[CH:14]=[CH:13][N:12]=[CH:11]1. The catalyst class is: 12. (5) Reactant: BrC1C=CC(Cl)=C(C2C=C(CC)SC=2[C:15]([C:17]2[S:18][C:19]([CH2:30][CH3:31])=[CH:20][C:21]=2[C:22]2[CH:27]=[C:26]([Br:28])[CH:25]=[CH:24][C:23]=2[Cl:29])=O)C=1.C([SiH](CC)CC)C.B(F)(F)F.C(=O)([O-])O.[Na+]. Product: [Br:28][C:26]1[CH:25]=[CH:24][C:23]([Cl:29])=[C:22]([CH2:21][C:17]2[S:18][C:19]([CH2:30][CH3:31])=[CH:20][CH:15]=2)[CH:27]=1. The catalyst class is: 545. (6) Product: [NH2:31][C:29]1[C:28]([O:34][CH3:35])=[CH:27][C:3]([CH2:4][CH2:5][N:6]([C@H:14]([CH:16]2[CH2:17][CH2:18][N:19]([C:22]([CH:24]3[CH2:25][CH2:26]3)=[O:23])[CH2:20][CH2:21]2)[CH3:15])[C:7](=[O:13])[O:8][C:9]([CH3:10])([CH3:11])[CH3:12])=[C:2]([Cl:1])[CH:30]=1. Reactant: [Cl:1][C:2]1[CH:30]=[C:29]([N+:31]([O-])=O)[C:28]([O:34][CH3:35])=[CH:27][C:3]=1[CH2:4][CH2:5][N:6]([C@H:14]([CH:16]1[CH2:21][CH2:20][N:19]([C:22]([CH:24]2[CH2:26][CH2:25]2)=[O:23])[CH2:18][CH2:17]1)[CH3:15])[C:7](=[O:13])[O:8][C:9]([CH3:12])([CH3:11])[CH3:10].[NH4+].[Cl-]. The catalyst class is: 284. (7) Reactant: [Cl:1][C:2]1[C:3]([C:20]2[N:24]3[CH:25]=[CH:26][CH:27]=[CH:28][C:23]3=[N:22][CH:21]=2)=[N:4][C:5]([NH:8][C:9]2[CH:17]=[CH:16][C:12]([C:13]([OH:15])=O)=[CH:11][C:10]=2[O:18][CH3:19])=[N:6][CH:7]=1.[C@H:29]12[CH2:35][C@H:32]([NH:33][CH2:34]1)[CH2:31][N:30]2C(OC(C)(C)C)=O.CN(C(ON1N=NC2C=CC=NC1=2)=[N+](C)C)C.F[P-](F)(F)(F)(F)F.C(N(CC)C(C)C)(C)C. Product: [Cl:1][C:2]1[C:3]([C:20]2[N:24]3[CH:25]=[CH:26][CH:27]=[CH:28][C:23]3=[N:22][CH:21]=2)=[N:4][C:5]([NH:8][C:9]2[CH:17]=[CH:16][C:12]([C:13]([N:30]3[CH2:31][C@@H:32]4[CH2:35][C@H:29]3[CH2:34][NH:33]4)=[O:15])=[CH:11][C:10]=2[O:18][CH3:19])=[N:6][CH:7]=1. The catalyst class is: 31. (8) Reactant: C(OP([CH2:9][C:10]#[N:11])(OCC)=O)C.CC(C)([O-])C.[K+].[Cl:18][C:19]1[N:20]=[C:21]([CH2:46][CH3:47])[NH:22][C:23]=1[C:24]([NH:26][CH2:27][C:28]1[CH:33]=[CH:32][C:31]([Cl:34])=[C:30]([O:35][C:36]2[CH:41]=[C:40]([CH:42]=O)[CH:39]=[C:38]([Cl:44])[CH:37]=2)[C:29]=1[F:45])=[O:25]. The catalyst class is: 1. Product: [Cl:18][C:19]1[N:20]=[C:21]([CH2:46][CH3:47])[NH:22][C:23]=1[C:24]([NH:26][CH2:27][C:28]1[CH:33]=[CH:32][C:31]([Cl:34])=[C:30]([O:35][C:36]2[CH:41]=[C:40](/[CH:42]=[CH:9]/[C:10]#[N:11])[CH:39]=[C:38]([Cl:44])[CH:37]=2)[C:29]=1[F:45])=[O:25]. (9) Reactant: C(OC([N:8]([O:33]C(OC(C)(C)C)=O)[CH2:9]/[CH:10]=[CH:11]\[C:12]1[C:17]([C:18]([O:20][CH3:21])=[O:19])=[N:16][CH:15]=[C:14]2[N:22]([CH2:25][C:26]3[CH:31]=[CH:30][C:29]([F:32])=[CH:28][CH:27]=3)[CH:23]=[CH:24][C:13]=12)=O)(C)(C)C.C(O)(C(F)(F)F)=O. Product: [F:32][C:29]1[CH:28]=[CH:27][C:26]([CH2:25][N:22]2[C:14]3=[CH:15][N:16]=[C:17]([C:18]([O:20][CH3:21])=[O:19])[C:12](/[CH:11]=[CH:10]\[CH2:9][NH:8][OH:33])=[C:13]3[CH:24]=[CH:23]2)=[CH:31][CH:30]=1. The catalyst class is: 2.